From a dataset of NCI-60 drug combinations with 297,098 pairs across 59 cell lines. Regression. Given two drug SMILES strings and cell line genomic features, predict the synergy score measuring deviation from expected non-interaction effect. (1) Drug 1: C1=CC=C(C=C1)NC(=O)CCCCCCC(=O)NO. Drug 2: CC(C)CN1C=NC2=C1C3=CC=CC=C3N=C2N. Cell line: OVCAR-8. Synergy scores: CSS=21.3, Synergy_ZIP=-3.02, Synergy_Bliss=4.75, Synergy_Loewe=0.740, Synergy_HSA=1.50. (2) Drug 1: CN(C)C1=NC(=NC(=N1)N(C)C)N(C)C. Drug 2: C1C(C(OC1N2C=NC3=C(N=C(N=C32)Cl)N)CO)O. Cell line: ACHN. Synergy scores: CSS=3.88, Synergy_ZIP=-0.178, Synergy_Bliss=-0.0376, Synergy_Loewe=-23.6, Synergy_HSA=-3.66.